Dataset: Full USPTO retrosynthesis dataset with 1.9M reactions from patents (1976-2016). Task: Predict the reactants needed to synthesize the given product. The reactants are: Cl.[F:2][C:3]1[C:8]([NH:9][C:10]2[C:15]([C:16]3[N:24]=[CH:23][N:22]=[C:21]4[C:17]=3[N:18]=[CH:19][N:20]4C3CCCCO3)=[CH:14][CH:13]=[CH:12][N:11]=2)=[C:7]([F:31])[CH:6]=[CH:5][C:4]=1[NH:32][S:33]([C:36]1[C:37]2[CH:38]=[CH:39][N:40]([CH3:45])[C:41]=2[CH:42]=[CH:43][CH:44]=1)(=[O:35])=[O:34]. Given the product [N:24]1[C:16]([C:15]2[C:10]([NH:9][C:8]3[C:3]([F:2])=[C:4]([NH:32][S:33]([C:36]4[C:37]5[CH:38]=[CH:39][N:40]([CH3:45])[C:41]=5[CH:42]=[CH:43][CH:44]=4)(=[O:34])=[O:35])[CH:5]=[CH:6][C:7]=3[F:31])=[N:11][CH:12]=[CH:13][CH:14]=2)=[C:17]2[C:21]([NH:20][CH:19]=[N:18]2)=[N:22][CH:23]=1, predict the reactants needed to synthesize it.